This data is from Experimentally validated miRNA-target interactions with 360,000+ pairs, plus equal number of negative samples. The task is: Binary Classification. Given a miRNA mature sequence and a target amino acid sequence, predict their likelihood of interaction. (1) The miRNA is hsa-miR-6769a-5p with sequence AGGUGGGUAUGGAGGAGCCCU. The protein sequence of the target gene is MHKAGLLGLCARAWNSVRMASSGMTRRDPLANKVALVTASTDGIGFAIARRLAQDGAHVVVSSRKQQNVDQAVATLQGEGLSVTGTVCHVGKAEDRERLVATAVKLHGGIDILVSNAAVNPFFGSIMDVTEEVWDKTLDINVKAPALMTKAVVPEMEKRGGGSVVIVSSIAAFSPSPGFSPYNVSKTALLGLTKTLAIELAPRNIRVNCLAPGLIKTSFSRMLWMDKEKEESMKETLRIRRLGEPEDCAGIVSFLCSEDASYITGETVVVGGGTPSRL. Result: 0 (no interaction). (2) The miRNA is mmu-miR-200b-5p with sequence CAUCUUACUGGGCAGCAUUGGA. The protein sequence of the target gene is MSRNDKEPFFVKFLKSSDNSKCFFKALESIKEFQSEEYLQIITEEEALKIKENDRSLYICDPFSGVVFDHLKKLGCRIVGPQVVIFCMHHQRCVPRAEHPVYNMVMSDVTISCTSLEKEKREEVHKYVQMMGGRVYRDLNVSVTHLIAGEVGSKKYLVAANLKKPILLPSWIKTLWEKSQEKKITRYTDINMEDFKCPIFLGCIICVTGLCGLDRKEVQQLTVKHGGQYMGQLKMNECTHLIVQEPKGQKYECAKRWNVHCVTTQWFFDSIEKGFCQDESIYKTEPRPEAKTMPNSSTPT.... Result: 0 (no interaction). (3) The miRNA is mmu-miR-26b-3p with sequence CCUGUUCUCCAUUACUUGGCUC. The protein sequence of the target gene is MAALTRNPQFQKLLEWHRANSANLKLRELFEADPERFNNFSLNLNTNHGHILVDYSKNLVNKEVMQMLVELAKSRGVEAARDNMFSGSKINYTENRAVLHVALRNRSNTPIKVDGKDVMPEVNRVLDKMKSFCQRVRSGDWKGYTGKSITDIINIGIGGSDLGPLMVTEALKPYSKGGPRVWFVSNIDGTHIAKTLASLSPETSLFIIASKTFTTQETITNAETAKEWFLEAAKDPSAVAKHFVALSTNTAKVKEFGIDPQNMFEFWDWVGGRYSLWSAIGLSIALHVGFDHFEQLLSGA.... Result: 0 (no interaction). (4) The miRNA is hsa-miR-302b-3p with sequence UAAGUGCUUCCAUGUUUUAGUAG. The protein sequence of the target gene is MESEQLFHRGYYRNSYNSITSASSDEELLDGAGVIMDFQTSEDDNLLDGDTAVGTHYTMTNGGSINSSTHLLDLLDEPIPGVGTYDDFHTIDWVREKCKDRERHRRINSKKKESAWEMTKSLYDAWSGWLVVTLTGLASGALAGLIDIAADWMTDLKEGICLSALWYNHEQCCWGSNETTFEERDKCPQWKTWAELIIGQAEGPGSYIMNYIMYIFWALSFAFLAVSLVKVFAPYACGSGIPEIKTILSGFIIRGYLGKWTLMIKTITLVLAVASGLSLGKEGPLVHVACCCGNIFSYLF.... Result: 1 (interaction). (5) The miRNA is mmu-miR-223-3p with sequence UGUCAGUUUGUCAAAUACCCCA. The protein sequence of the target gene is MNFLRRRLSDSSFVANLPNGYMPDLQRPESSSSSPASPATERRHPQPLAASFSSPGSSLFSSFSGAMKQTPQAPSGLMEPPTPVTPVVQRPRILLVIDDAHTDWSKYFHGKKVNGDIEIRVEQAEFSELNLAAYVTGGCMVDMQVVRNGTKIVRSFKPDFILVRQHAYSMALAEDYRSLVIGLQYGGLPAVNSLYSVYNFCSKPWVFSQLIKIFHSLGPEKFPLVEQTFFPNHKPMLTAPNFPVVIKLGHAHAGMGKIKVENQHDYQDITSVVAMAKTYATTEAFIDSKYDIRIQKIGSN.... Result: 1 (interaction). (6) The miRNA is hsa-miR-20b-5p with sequence CAAAGUGCUCAUAGUGCAGGUAG. The protein sequence of the target gene is MRAGPEPQALAGQKRGALRLLVPRLVLTVSAPAEVRRRVLRPVLSWMDRETRALADSHFRGLGVDVPGVGQAPGRVAFVSEPGAFSYADFVRGFLLPNLPCVFSSAFTQGWGSRRRWVTPAGRPDFDHLLRTYGDVVVPVANCGVQEYNSNPKEHMTLRDYITYWKEYIQAGYSSPRGCLYLKDWHLCRDFPVEDVFTLPVYFSSDWLNEFWDALDVDDYRFVYAGPAGSWSPFHADIFRSFSWSVNVCGRKKWLLFPPGQEEALRDRHGNLPYDVTSPALCDTHLHPRNQLAGPPLEIT.... Result: 0 (no interaction). (7) Result: 0 (no interaction). The miRNA is hsa-miR-584-3p with sequence UCAGUUCCAGGCCAACCAGGCU. The protein sequence of the target gene is MSSPLASLSKTRKVPLPSEPMNPGRRGIRIYGDEDEVDMLSDGCGSEEKISVPSCYGGIGAPVSRQVPASHDSELMAFMTRKLWDLEQQVKAQTDEILSKDQKIAALEDLVQTLRPHPAEATLQRQEELETMCVQLQRQVREMERFLSDYGLQWVGEPMDQEDSESKTVSEHGERDWMTAKKFWKPGDSLAPPEVDFDRLLASLQDLSELVVEGDTQVTPVPGGARLRTLEPIPLKLYRNGIMMFDGPFQPFYDPSTQRCLRDILDGFFPSELQRLYPNGVPFKVSDLRNQVYLEDGLDP....